Dataset: NCI-60 drug combinations with 297,098 pairs across 59 cell lines. Task: Regression. Given two drug SMILES strings and cell line genomic features, predict the synergy score measuring deviation from expected non-interaction effect. Drug 1: CC1=C(C=C(C=C1)NC2=NC=CC(=N2)N(C)C3=CC4=NN(C(=C4C=C3)C)C)S(=O)(=O)N.Cl. Drug 2: C1CCC(C1)C(CC#N)N2C=C(C=N2)C3=C4C=CNC4=NC=N3. Cell line: SK-OV-3. Synergy scores: CSS=3.83, Synergy_ZIP=0.150, Synergy_Bliss=3.12, Synergy_Loewe=-1.32, Synergy_HSA=1.21.